The task is: Predict which catalyst facilitates the given reaction.. This data is from Catalyst prediction with 721,799 reactions and 888 catalyst types from USPTO. Reactant: C(N(CC)CC)C.Cl[C:9]([O:11][CH2:12][CH3:13])=[O:10].[N:14]1[C:23]2[C:18](=[CH:19][N:20]=[CH:21][CH:22]=2)[CH:17]=[CH:16][C:15]=1C(O)=O. Product: [N:14]1[C:23]2[C:18](=[CH:19][N:20]=[CH:21][CH:22]=2)[CH:17]=[CH:16][C:15]=1[C:9]([O:11][CH2:12][CH3:13])=[O:10]. The catalyst class is: 119.